The task is: Predict the product of the given reaction.. This data is from Forward reaction prediction with 1.9M reactions from USPTO patents (1976-2016). (1) Given the reactants Cl.[Cl:2][C:3]1[C:4]2[N:5]([CH:18]=[N:19][CH:20]=2)[C:6]([N:12]2[CH2:17][CH2:16][NH:15][CH2:14][CH2:13]2)=[C:7]([C:9](=[O:11])[CH3:10])[CH:8]=1.C(N(CC)C(C)C)(C)C.Br[CH2:31][CH2:32][O:33][CH3:34], predict the reaction product. The product is: [Cl:2][C:3]1[C:4]2[N:5]([CH:18]=[N:19][CH:20]=2)[C:6]([N:12]2[CH2:17][CH2:16][N:15]([CH2:31][CH2:32][O:33][CH3:34])[CH2:14][CH2:13]2)=[C:7]([C:9](=[O:11])[CH3:10])[CH:8]=1. (2) Given the reactants [SH:1][C:2]1[CH:7]=[CH:6][CH:5]=[CH:4][C:3]=1[OH:8].C(=O)([O-])[O-].[K+].[K+].Br[CH2:16][CH2:17]Br, predict the reaction product. The product is: [O:8]1[CH2:17][CH2:16][S:1][C:2]2[CH:7]=[CH:6][CH:5]=[CH:4][C:3]1=2. (3) The product is: [CH2:1]([O:3][CH:4]([O:7][CH2:8][CH3:9])/[CH:5]=[CH:6]/[B:13]1[O:14][C:15]([CH3:17])([CH3:16])[C:11]([CH3:18])([CH3:10])[O:12]1)[CH3:2]. Given the reactants [CH2:1]([O:3][CH:4]([O:7][CH2:8][CH3:9])[C:5]#[CH:6])[CH3:2].[CH3:10][C:11]1([CH3:18])[C:15]([CH3:17])([CH3:16])[O:14][BH:13][O:12]1.C(N(CC)CC)C, predict the reaction product.